From a dataset of Forward reaction prediction with 1.9M reactions from USPTO patents (1976-2016). Predict the product of the given reaction. (1) Given the reactants [N+:1]([O-:9])([O:3][CH2:4][CH2:5][CH2:6][CH2:7][OH:8])=[O:2].[CH3:10][O:11][C:12]1[N:22]=[CH:21][C:20]2[S:19][CH2:18][CH2:17][N:16]([CH2:23][C:24]3[CH:32]=[CH:31][C:27]([C:28](O)=[O:29])=[CH:26][CH:25]=3)[CH2:15][C:14]=2[CH:13]=1, predict the reaction product. The product is: [CH3:10][O:11][C:12]1[N:22]=[CH:21][C:20]2[S:19][CH2:18][CH2:17][N:16]([CH2:23][C:24]3[CH:32]=[CH:31][C:27]([C:28]([O:8][CH2:7][CH2:6][CH2:5][CH2:4][O:3][N+:1]([O-:9])=[O:2])=[O:29])=[CH:26][CH:25]=3)[CH2:15][C:14]=2[CH:13]=1. (2) Given the reactants [Cl:1][C:2]1[C:3]([F:34])=[C:4]([CH:31]=[CH:32][CH:33]=1)[CH2:5][NH:6][C:7]([C@@H:9]1[CH2:14][C@@H:13]2[C@@H:11]([CH2:12]2)[N:10]1[C:15](=[O:30])[CH2:16][N:17]1[C:25]2[C:20](=[CH:21][CH:22]=[C:23]([OH:26])[CH:24]=2)[C:19]([C:27](=[O:29])[CH3:28])=[CH:18]1)=[O:8].C(=O)([O-])[O-].[Cs+].[Cs+].Cl[CH2:42][C:43]1[NH:47][N:46]=[N:45][N:44]=1.Cl, predict the reaction product. The product is: [Cl:1][C:2]1[C:3]([F:34])=[C:4]([CH:31]=[CH:32][CH:33]=1)[CH2:5][NH:6][C:7]([C@@H:9]1[CH2:14][C@@H:13]2[C@@H:11]([CH2:12]2)[N:10]1[C:15](=[O:30])[CH2:16][N:17]1[C:25]2[C:20](=[CH:21][CH:22]=[C:23]([O:26][CH2:42][C:43]3[NH:47][N:46]=[N:45][N:44]=3)[CH:24]=2)[C:19]([C:27](=[O:29])[CH3:28])=[CH:18]1)=[O:8]. (3) Given the reactants [Br:1][C:2]1[CH:7]=[C:6]([O:8][C:9]2[CH:14]=[CH:13][CH:12]=[CH:11][CH:10]=2)[CH:5]=[CH:4][C:3]=1[CH2:15][CH2:16][OH:17].C(N(C(C)C)CC)(C)C.Cl[CH2:28][O:29][CH3:30], predict the reaction product. The product is: [Br:1][C:2]1[CH:7]=[C:6]([O:8][C:9]2[CH:14]=[CH:13][CH:12]=[CH:11][CH:10]=2)[CH:5]=[CH:4][C:3]=1[CH2:15][CH2:16][O:17][CH2:28][O:29][CH3:30]. (4) Given the reactants [CH2:1](I)[CH3:2].C(=O)([O-])[O-].[K+].[K+].[CH2:10]([O:17][CH:18]1[CH2:21][C:20]2([CH2:25][C:24]([C:26]3[CH:31]=[N:30][C:29]4[NH:32][N:33]=[CH:34][C:28]=4[C:27]=3[NH:35][CH:36]3[CH2:41][CH2:40][O:39][CH2:38][CH2:37]3)=[N:23][O:22]2)[CH2:19]1)[C:11]1[CH:16]=[CH:15][CH:14]=[CH:13][CH:12]=1, predict the reaction product. The product is: [CH2:10]([O:17][CH:18]1[CH2:21][C:20]2([CH2:25][C:24]([C:26]3[CH:31]=[N:30][C:29]4[N:32]([CH2:1][CH3:2])[N:33]=[CH:34][C:28]=4[C:27]=3[NH:35][CH:36]3[CH2:41][CH2:40][O:39][CH2:38][CH2:37]3)=[N:23][O:22]2)[CH2:19]1)[C:11]1[CH:12]=[CH:13][CH:14]=[CH:15][CH:16]=1.